From a dataset of Full USPTO retrosynthesis dataset with 1.9M reactions from patents (1976-2016). Predict the reactants needed to synthesize the given product. (1) Given the product [C:7]([O-:26])(=[O:25])[CH2:8][CH2:9][CH2:10][CH2:11][CH2:12][CH2:13][CH2:14][CH2:15][CH2:16][CH2:17][CH2:18][CH2:19][CH2:20][CH2:21][CH2:22][CH2:23][CH3:24].[Cs+:5], predict the reactants needed to synthesize it. The reactants are: C([O-])([O-])=O.[Cs+:5].[Cs+].[C:7]([OH:26])(=[O:25])[CH2:8][CH2:9][CH2:10][CH2:11][CH2:12][CH2:13][CH2:14][CH2:15][CH2:16][CH2:17][CH2:18][CH2:19][CH2:20][CH2:21][CH2:22][CH2:23][CH3:24].C(=O)=O. (2) Given the product [Cl:1][C:2]1[CH:25]=[CH:24][C:5]([CH2:6][N:7]2[C:15]3[C:10](=[CH:11][C:12](/[CH:16]=[C:17]4/[C:18](=[O:23])[N:19]([CH2:40][C@H:30]5[C@@H:39]6[N:34]([CH2:35][CH2:36][CH2:37][CH2:38]6)[CH2:33][CH2:32][CH2:31]5)[C:20](=[O:22])[S:21]/4)=[CH:13][CH:14]=3)[CH:9]=[N:8]2)=[C:4]([C:26]([F:27])([F:29])[F:28])[CH:3]=1, predict the reactants needed to synthesize it. The reactants are: [Cl:1][C:2]1[CH:25]=[CH:24][C:5]([CH2:6][N:7]2[C:15]3[C:10](=[CH:11][C:12](/[CH:16]=[C:17]4/[C:18](=[O:23])[NH:19][C:20](=[O:22])[S:21]/4)=[CH:13][CH:14]=3)[CH:9]=[N:8]2)=[C:4]([C:26]([F:29])([F:28])[F:27])[CH:3]=1.[C@@H:30]1([CH2:40]O)[C@@H:39]2[N:34]([CH2:35][CH2:36][CH2:37][CH2:38]2)[CH2:33][CH2:32][CH2:31]1. (3) The reactants are: FC(F)(F)C(O)=O.[F:8][C:9]1[C:10]([CH2:23][C:24](=O)[CH3:25])=[C:11]([NH:15]C(=O)OC(C)(C)C)[CH:12]=[CH:13][CH:14]=1.C(=O)([O-])O.[Na+]. Given the product [F:8][C:9]1[CH:14]=[CH:13][CH:12]=[C:11]2[C:10]=1[CH:23]=[C:24]([CH3:25])[NH:15]2, predict the reactants needed to synthesize it. (4) Given the product [F:1][C:2]1[CH:7]=[C:6]([F:8])[C:5]([NH:9][C:10](=[O:14])[CH:11]([CH3:13])[CH3:12])=[CH:4][C:3]=1[CH:15]1[CH2:16][CH2:17][N:18]([C:21]([O:23][C:24]([CH3:26])([CH3:25])[CH3:27])=[O:22])[CH2:19][CH2:20]1, predict the reactants needed to synthesize it. The reactants are: [F:1][C:2]1[CH:7]=[C:6]([F:8])[C:5]([NH:9][C:10](=[O:14])[CH:11]([CH3:13])[CH3:12])=[CH:4][C:3]=1[C:15]1[CH2:16][CH2:17][N:18]([C:21]([O:23][C:24]([CH3:27])([CH3:26])[CH3:25])=[O:22])[CH2:19][CH:20]=1. (5) Given the product [ClH:16].[CH2:9]1[CH:10]2[CH2:11][NH:12][CH2:13][CH:14]2[CH2:15][N:8]1[C:6](=[O:5])[CH3:17], predict the reactants needed to synthesize it. The reactants are: C([O:5][C:6]([N:8]1[CH2:15][CH:14]2[CH:10]([CH2:11][NH:12][CH2:13]2)[CH2:9]1)=O)(C)(C)C.[ClH:16].[C@H:17]12C[C@H](NC1)CN2C(N)=O. (6) Given the product [ClH:33].[CH2:28]([O:27][C:18]1[CH:17]=[C:16]2[C:21](=[C:20]3[CH2:22][C:23]([CH3:26])([CH3:25])[O:24][C:19]=13)[C:12]([C:8]1[CH:7]=[C:6]([CH:11]=[CH:10][CH:9]=1)[C:5]([OH:32])=[O:4])=[N:13][C:14]([CH3:30])([CH3:31])[CH2:15]2)[CH3:29], predict the reactants needed to synthesize it. The reactants are: [OH-].[Na+].C[O:4][C:5](=[O:32])[C:6]1[CH:11]=[CH:10][CH:9]=[C:8]([C:12]2[C:21]3[C:16](=[CH:17][C:18]([O:27][CH2:28][CH3:29])=[C:19]4[O:24][C:23]([CH3:26])([CH3:25])[CH2:22][C:20]4=3)[CH2:15][C:14]([CH3:31])([CH3:30])[N:13]=2)[CH:7]=1.[ClH:33].